From a dataset of Reaction yield outcomes from USPTO patents with 853,638 reactions. Predict the reaction yield, written as a fraction of the theoretical maximum amount of product (1.0 means a 100% yield; for example, 0.34 means a 34% yield). (1) The reactants are [F:1][C:2]1[CH:3]=[C:4](/[CH:16]=[C:17](\[CH3:20])/[CH2:18]O)[CH:5]=[C:6]([F:15])[C:7]=1[O:8][C:9]1[CH:14]=[CH:13][CH:12]=[CH:11][CH:10]=1.C1C=CC(P(C2C=CC=CC=2)C2C=CC=CC=2)=CC=1.[C:40]1(=[O:50])[NH:44][C:43](=[O:45])[C:42]2=[CH:46][CH:47]=[CH:48][CH:49]=[C:41]12.N(C(OCC)=O)=NC(OCC)=O. The catalyst is C1(C)C=CC=CC=1.CCOC(C)=O. The product is [F:1][C:2]1[CH:3]=[C:4](/[CH:16]=[C:17](\[CH3:20])/[CH2:18][N:44]2[C:40](=[O:50])[C:41]3[C:42](=[CH:46][CH:47]=[CH:48][CH:49]=3)[C:43]2=[O:45])[CH:5]=[C:6]([F:15])[C:7]=1[O:8][C:9]1[CH:14]=[CH:13][CH:12]=[CH:11][CH:10]=1. The yield is 0.630. (2) The reactants are [Cl:1][C:2]1[C:43]([C:44]([F:47])([F:46])[F:45])=[CH:42][CH:41]=[CH:40][C:3]=1[CH2:4][N:5]([CH2:26][CH:27]([C:34]1[CH:39]=[CH:38][CH:37]=[CH:36][CH:35]=1)[C:28]1[CH:33]=[CH:32][CH:31]=[CH:30][CH:29]=1)[CH2:6][CH2:7][CH2:8][O:9][C:10]1[CH:15]=[CH:14][CH:13]=[C:12]([CH:16](COCC)[C:17]2[N:21]=[CH:20][NH:19][N:18]=2)[CH:11]=1.C([SiH](CC)CC)C.C(O)(C(F)(F)F)=O.Cl.C(OCC)C. The catalyst is ClCCl.C(OCC)C. The product is [ClH:1].[Cl:1][C:2]1[C:43]([C:44]([F:45])([F:46])[F:47])=[CH:42][CH:41]=[CH:40][C:3]=1[CH2:4][N:5]([CH2:26][CH:27]([C:34]1[CH:35]=[CH:36][CH:37]=[CH:38][CH:39]=1)[C:28]1[CH:33]=[CH:32][CH:31]=[CH:30][CH:29]=1)[CH2:6][CH2:7][CH2:8][O:9][C:10]1[CH:15]=[CH:14][CH:13]=[C:12]([CH2:16][C:17]2[N:21]=[CH:20][NH:19][N:18]=2)[CH:11]=1. The yield is 0.480.